Dataset: CYP1A2 inhibition data for predicting drug metabolism from PubChem BioAssay. Task: Regression/Classification. Given a drug SMILES string, predict its absorption, distribution, metabolism, or excretion properties. Task type varies by dataset: regression for continuous measurements (e.g., permeability, clearance, half-life) or binary classification for categorical outcomes (e.g., BBB penetration, CYP inhibition). Dataset: cyp1a2_veith. (1) The drug is COc1ccc(S(=O)(=O)N(C)CC(=O)NCc2ccco2)cc1. The result is 0 (non-inhibitor). (2) The drug is COC(=O)N1CCC2(CC1)CN(c1ccccn1)C2. The result is 0 (non-inhibitor). (3) The molecule is CCOc1cc(CNCCO)c(Cl)cc1OCC(=O)NCCc1ccccc1. The result is 1 (inhibitor). (4) The drug is CC(=O)OC[C@H]1O[C@@H](ON=C(C)C)[C@H](OC(C)=O)[C@@H](OC(C)=O)[C@H]1OC(C)=O. The result is 0 (non-inhibitor). (5) The molecule is COC(=O)Cn1cnc(=O)c(C#N)c1/C=C/N(C)C. The result is 0 (non-inhibitor). (6) The compound is CCCCn1nnnc1SCC(=O)N1CCCC1. The result is 0 (non-inhibitor). (7) The compound is CN1CCN(c2ncc3nc(CCc4ccccc4)c(=O)n(Cc4ccc(F)cc4)c3n2)CC1. The result is 0 (non-inhibitor). (8) The compound is Cc1nc(-c2cccnc2)sc1C(=O)Nc1ccc(Cl)cc1. The result is 1 (inhibitor). (9) The molecule is C=CCNCCCCOc1c(Cl)cc(C)cc1Br.O=C(O)C(=O)O. The result is 1 (inhibitor).